Regression. Given a peptide amino acid sequence and an MHC pseudo amino acid sequence, predict their binding affinity value. This is MHC class I binding data. From a dataset of Peptide-MHC class I binding affinity with 185,985 pairs from IEDB/IMGT. (1) The peptide sequence is RGPGRAFVTI. The MHC is HLA-A02:01 with pseudo-sequence HLA-A02:01. The binding affinity (normalized) is 0.221. (2) The peptide sequence is EVYEGVWKK. The MHC is HLA-A30:01 with pseudo-sequence HLA-A30:01. The binding affinity (normalized) is 0. (3) The peptide sequence is SSCSSCPLSKI. The MHC is HLA-A24:02 with pseudo-sequence HLA-A24:02. The binding affinity (normalized) is 0.